From a dataset of Reaction yield outcomes from USPTO patents with 853,638 reactions. Predict the reaction yield, written as a fraction of the theoretical maximum amount of product (1.0 means a 100% yield; for example, 0.34 means a 34% yield). (1) The reactants are [Li+].C[Si]([N-][Si](C)(C)C)(C)C.[CH2:11]([O:13][C:14](=[O:25])[CH2:15][CH2:16][NH:17][C:18]([O:20][C:21]([CH3:24])([CH3:23])[CH3:22])=[O:19])[CH3:12].Br[CH2:27][C:28]1[C:29]([F:40])=[CH:30][CH:31]=[C:32]2[C:37]=1[N:36]=[C:35]([O:38][CH3:39])[CH:34]=[CH:33]2.O. The catalyst is C1COCC1.CC(=O)OCC. The product is [CH2:11]([O:13][C:14](=[O:25])[CH:15]([CH2:16][NH:17][C:18]([O:20][C:21]([CH3:24])([CH3:23])[CH3:22])=[O:19])[CH2:27][C:28]1[C:29]([F:40])=[CH:30][CH:31]=[C:32]2[C:37]=1[N:36]=[C:35]([O:38][CH3:39])[CH:34]=[CH:33]2)[CH3:12]. The yield is 0.750. (2) The reactants are [CH3:1][N:2]([CH2:26][CH2:27][NH:28]C(=O)OC(C)(C)C)[C:3](=[O:25])[CH2:4][CH2:5]/[CH:6]=[CH:7]\[CH2:8]/[CH:9]=[CH:10]\[CH2:11]/[CH:12]=[CH:13]\[CH2:14]/[CH:15]=[CH:16]\[CH2:17]/[CH:18]=[CH:19]\[CH2:20]/[CH:21]=[CH:22]\[CH2:23][CH3:24].C(O)(C(F)(F)F)=O.C([O-])([O-])=O.[Na+].[Na+]. The catalyst is ClCCl. The product is [NH2:28][CH2:27][CH2:26][N:2]([CH3:1])[C:3](=[O:25])[CH2:4][CH2:5]/[CH:6]=[CH:7]\[CH2:8]/[CH:9]=[CH:10]\[CH2:11]/[CH:12]=[CH:13]\[CH2:14]/[CH:15]=[CH:16]\[CH2:17]/[CH:18]=[CH:19]\[CH2:20]/[CH:21]=[CH:22]\[CH2:23][CH3:24]. The yield is 0.970. (3) The reactants are [CH2:1]([N:4]([CH2:16][CH2:17][CH3:18])[C:5]1[C:10]2[N:11]([CH3:15])[C:12](=[O:14])[NH:13][C:9]=2[CH:8]=[CH:7][CH:6]=1)[CH2:2][CH3:3].[Br:19]N1C(=O)CCC1=O.C(OOC(=O)C1C=CC=CC=1)(=O)C1C=CC=CC=1. The catalyst is C(Cl)(Cl)(Cl)Cl.O. The product is [Br:19][C:8]1[C:9]2[NH:13][C:12](=[O:14])[N:11]([CH3:15])[C:10]=2[C:5]([N:4]([CH2:1][CH2:2][CH3:3])[CH2:16][CH2:17][CH3:18])=[CH:6][CH:7]=1. The yield is 0.280. (4) The reactants are [Cl:1][C:2]1[CH:7]=[CH:6][CH:5]=[CH:4][C:3]=1[S:8]([C@H:11]1[CH2:15][NH:14][C@H:13]([C:16]([NH:18][C:19]2([C:22]#[N:23])[CH2:21][CH2:20]2)=[O:17])[CH2:12]1)(=[O:10])=[O:9].Cl.[N:25]1([C:31]2([C:34](O)=[O:35])[CH2:33][CH2:32]2)[CH2:30][CH2:29][CH2:28][CH2:27][CH2:26]1. No catalyst specified. The product is [Cl:1][C:2]1[CH:7]=[CH:6][CH:5]=[CH:4][C:3]=1[S:8]([C@H:11]1[CH2:15][N:14]([C:34]([C:31]2([N:25]3[CH2:30][CH2:29][CH2:28][CH2:27][CH2:26]3)[CH2:32][CH2:33]2)=[O:35])[C@H:13]([C:16]([NH:18][C:19]2([C:22]#[N:23])[CH2:21][CH2:20]2)=[O:17])[CH2:12]1)(=[O:10])=[O:9]. The yield is 0.750.